Dataset: Reaction yield outcomes from USPTO patents with 853,638 reactions. Task: Predict the reaction yield, written as a fraction of the theoretical maximum amount of product (1.0 means a 100% yield; for example, 0.34 means a 34% yield). The reactants are C([N:3]1[C:15]2[C:14]([O:16][CH3:17])=[CH:13][CH:12]=[C:11]([S:18]([NH:21][C:22]3[CH:27]=[CH:26][C:25]([O:28][CH3:29])=[CH:24][CH:23]=3)(=[O:20])=[O:19])[C:10]=2[C:9]2[C:4]1=[CH:5][CH:6]=[CH:7][CH:8]=2)=O.[BH4-].[Na+]. The catalyst is C1COCC1. The product is [CH3:17][O:16][C:14]1[C:15]2[NH:3][C:4]3[C:9](=[CH:8][CH:7]=[CH:6][CH:5]=3)[C:10]=2[C:11]([S:18]([NH:21][C:22]2[CH:23]=[CH:24][C:25]([O:28][CH3:29])=[CH:26][CH:27]=2)(=[O:19])=[O:20])=[CH:12][CH:13]=1. The yield is 0.660.